Dataset: Full USPTO retrosynthesis dataset with 1.9M reactions from patents (1976-2016). Task: Predict the reactants needed to synthesize the given product. (1) Given the product [Cl:14][C:7]1[CH:6]=[CH:5][C:4]([CH2:3][NH:2][C:24](=[O:29])[C:25]([CH3:28])([CH3:27])[CH3:26])=[CH:13][C:8]=1[C:9]([O:11][CH3:12])=[O:10], predict the reactants needed to synthesize it. The reactants are: Cl.[NH2:2][CH2:3][C:4]1[CH:5]=[CH:6][C:7]([Cl:14])=[C:8]([CH:13]=1)[C:9]([O:11][CH3:12])=[O:10].C(N(CC)C(C)C)(C)C.[C:24](Cl)(=[O:29])[C:25]([CH3:28])([CH3:27])[CH3:26]. (2) The reactants are: [C:1]1([C:14]2[CH:19]=[CH:18][CH:17]=[CH:16][CH:15]=2)[CH:6]=[CH:5][C:4]([C@H:7]2[C@H:12]([NH2:13])[CH2:11][CH2:10][O:9][CH2:8]2)=[CH:3][CH:2]=1.C1CCN2C(=NCCC2)CC1.[CH:31]([S:34](Cl)(=[O:36])=[O:35])([CH3:33])[CH3:32]. Given the product [C:1]1([C:14]2[CH:15]=[CH:16][CH:17]=[CH:18][CH:19]=2)[CH:2]=[CH:3][C:4]([C@H:7]2[C@H:12]([NH:13][S:34]([CH:31]([CH3:33])[CH3:32])(=[O:36])=[O:35])[CH2:11][CH2:10][O:9][CH2:8]2)=[CH:5][CH:6]=1, predict the reactants needed to synthesize it. (3) Given the product [F:1][C:2]1[CH:3]=[C:4]([CH:36]=[CH:37][C:38]=1[O:39][CH2:41][CH2:42][N:44]1[CH2:48][CH2:47][CH2:46][CH2:45]1)[CH2:5][N:7]([CH:33]([CH3:35])[CH3:34])[C:8]1[CH:13]=[C:12]([O:14][CH3:15])[CH:11]=[CH:10][C:9]=1[C@@H:16]1[CH2:25][CH2:24][C:23]2[CH:22]=[C:21]([OH:26])[CH:20]=[CH:19][C:18]=2[CH2:17]1, predict the reactants needed to synthesize it. The reactants are: [F:1][C:2]1[CH:3]=[C:4]([CH:36]=[CH:37][C:38]=1[OH:39])[C:5]([N:7]([CH:33]([CH3:35])[CH3:34])[C:8]1[CH:13]=[C:12]([O:14][CH3:15])[CH:11]=[CH:10][C:9]=1[C@@H:16]1[CH2:25][CH2:24][C:23]2[CH:22]=[C:21]([O:26]C(=O)C(C)(C)C)[CH:20]=[CH:19][C:18]=2[CH2:17]1)=O.Cl[CH2:41][C:42]([N:44]1[CH2:48][CH2:47][CH2:46][CH2:45]1)=O. (4) Given the product [F:1][C@H:2]1[C@@H:7]([N:8]2[CH2:9][C:10]([CH2:34][C:35]#[N:36])([N:12]3[CH:16]=[C:15]([C:17]4[C:18]5[CH:25]=[CH:24][NH:23][C:19]=5[N:20]=[CH:21][N:22]=4)[CH:14]=[N:13]3)[CH2:11]2)[CH2:6][CH2:5][N:4]([C:40](=[O:41])[C:39]2[CH:43]=[CH:44][N:45]=[C:46]([C:47]([F:50])([F:48])[F:49])[C:38]=2[F:37])[CH2:3]1, predict the reactants needed to synthesize it. The reactants are: [F:1][C@H:2]1[C@@H:7]([N:8]2[CH2:11][C:10]([CH2:34][C:35]#[N:36])([N:12]3[CH:16]=[C:15]([C:17]4[C:18]5[CH:25]=[CH:24][N:23](COCC[Si](C)(C)C)[C:19]=5[N:20]=[CH:21][N:22]=4)[CH:14]=[N:13]3)[CH2:9]2)[CH2:6][CH2:5][NH:4][CH2:3]1.[F:37][C:38]1[C:46]([C:47]([F:50])([F:49])[F:48])=[N:45][CH:44]=[CH:43][C:39]=1[C:40](O)=[O:41].F[P-](F)(F)(F)(F)F.N1(O[P+](N(C)C)(N(C)C)N(C)C)C2C=CC=CC=2N=N1.C(N(CC)CC)C. (5) Given the product [N+:42]([C:37]1[CH:36]=[C:35]2[C:40]([CH:41]=[C:32]([N:1]3[CH:5]=[CH:4][CH:3]=[N:2]3)[CH:33]=[N:34]2)=[CH:39][CH:38]=1)([O-:44])=[O:43], predict the reactants needed to synthesize it. The reactants are: [NH:1]1[CH:5]=[CH:4][CH:3]=[N:2]1.CN[C@@H]1CCCC[C@H]1NC.C(=O)([O-])[O-].[Cs+].[Cs+].CC1N(C(N(C)C)=O)C1.I[C:32]1[CH:33]=[N:34][C:35]2[C:40]([CH:41]=1)=[CH:39][CH:38]=[C:37]([N+:42]([O-:44])=[O:43])[CH:36]=2. (6) Given the product [O:16]([CH2:23][CH2:24][CH2:25][O:15][C:6]1[C:7]2[CH:14]=[CH:13][C:11](=[O:12])[O:10][C:8]=2[CH:9]=[C:4]2[O:3][CH:2]=[CH:1][C:5]=12)[C:17]1[CH:22]=[CH:21][CH:20]=[CH:19][CH:18]=1, predict the reactants needed to synthesize it. The reactants are: [CH:1]1[C:5]2=[C:6]([OH:15])[C:7]3[CH:14]=[CH:13][C:11](=[O:12])[O:10][C:8]=3[CH:9]=[C:4]2[O:3][CH:2]=1.[O:16]([CH2:23][CH2:24][CH2:25]Br)[C:17]1[CH:22]=[CH:21][CH:20]=[CH:19][CH:18]=1.C(=O)([O-])[O-].[K+].[K+].[I-].[K+]. (7) Given the product [Br:19][C:18]1[C:11]([NH:10][C:3]2[CH2:7][N:6]([CH3:8])[C:5](=[O:9])[CH:4]=2)=[C:12]([CH:15]=[CH:16][CH:17]=1)[C:13]#[N:14], predict the reactants needed to synthesize it. The reactants are: CO[C:3]1[CH2:7][N:6]([CH3:8])[C:5](=[O:9])[CH:4]=1.[NH2:10][C:11]1[C:18]([Br:19])=[CH:17][CH:16]=[CH:15][C:12]=1[C:13]#[N:14]. (8) Given the product [F:1][C:2]1[C:3]([NH:23][C:24]2[CH:29]=[CH:28][C:27]([I:30])=[CH:26][C:25]=2[F:31])=[C:4]([C:9]([N:11]2[CH2:14][C:13]([C:16]([CH3:22])([CH3:21])[C:17]([OH:19])=[O:18])([OH:15])[CH2:12]2)=[O:10])[CH:5]=[CH:6][C:7]=1[F:8], predict the reactants needed to synthesize it. The reactants are: [F:1][C:2]1[C:3]([NH:23][C:24]2[CH:29]=[CH:28][C:27]([I:30])=[CH:26][C:25]=2[F:31])=[C:4]([C:9]([N:11]2[CH2:14][C:13]([C:16]([CH3:22])([CH3:21])[C:17]([O:19]C)=[O:18])([OH:15])[CH2:12]2)=[O:10])[CH:5]=[CH:6][C:7]=1[F:8].Cl.